From a dataset of Catalyst prediction with 721,799 reactions and 888 catalyst types from USPTO. Predict which catalyst facilitates the given reaction. (1) Product: [C:33]([O:32][C:31]([N:30]([CH2:29][C:27]1[CH:26]=[CH:25][C:24]2[O:19][CH2:20][CH2:21][O:22][C:23]=2[CH:28]=1)[CH:38]1[CH2:43][CH2:42][N:41]([CH2:17][CH2:16][N:3]2[C:4]3[C:9](=[CH:8][CH:7]=[CH:6][CH:5]=3)[C:10]([C:12]([O:14][CH3:15])=[O:13])=[CH:11][C:2]2=[O:1])[CH2:40][CH2:39]1)=[O:37])([CH3:36])([CH3:34])[CH3:35]. Reactant: [O:1]=[C:2]1[CH:11]=[C:10]([C:12]([O:14][CH3:15])=[O:13])[C:9]2[C:4](=[CH:5][CH:6]=[CH:7][CH:8]=2)[N:3]1[CH2:16][CH:17]=O.[O:19]1[C:24]2[CH:25]=[CH:26][C:27]([CH2:29][N:30]([CH:38]3[CH2:43][CH2:42][NH:41][CH2:40][CH2:39]3)[C:31](=[O:37])[O:32][C:33]([CH3:36])([CH3:35])[CH3:34])=[CH:28][C:23]=2[O:22][CH2:21][CH2:20]1.C(O[BH-](OC(=O)C)OC(=O)C)(=O)C.[Na+].C(=O)([O-])O.[Na+]. The catalyst class is: 676. (2) Reactant: [NH2:1][C:2]1[C:3]([NH:12][CH2:13][CH2:14][CH2:15][O:16][CH3:17])=[C:4]([CH:9]=[CH:10][CH:11]=1)[C:5]([O:7][CH3:8])=[O:6].[C:18]([C:20]1[CH:21]=[C:22]([CH:28]=[CH:29][CH:30]=1)[C:23]([N:25]=[C:26]=S)=[O:24])#[N:19].C(Cl)CCl.C(N(CC)CC)C. Product: [C:18]([C:20]1[CH:21]=[C:22]([CH:28]=[CH:29][CH:30]=1)[C:23]([NH:25][C:26]1[N:12]([CH2:13][CH2:14][CH2:15][O:16][CH3:17])[C:3]2[C:4]([C:5]([O:7][CH3:8])=[O:6])=[CH:9][CH:10]=[CH:11][C:2]=2[N:1]=1)=[O:24])#[N:19]. The catalyst class is: 2. (3) Reactant: [C:1]([N:4]1[CH2:13][CH2:12][C:11]2[C:6](=[CH:7][CH:8]=[C:9]([F:15])[C:10]=2[Br:14])[CH:5]1[CH2:16][C:17]([O:19]C)=O)(=[O:3])[CH3:2].C([N:24]1C=CC2C(=CC=C(F)C=2Br)C1CC(OC)=O)(=O)C.C([SiH](CC)CC)C.FC(F)(F)C(O)=O. Product: [Br:14][C:10]1[C:9]([F:15])=[CH:8][CH:7]=[C:6]2[C:11]=1[CH2:12][CH2:13][N:4]1[C:1](=[O:3])[CH2:2][NH:24][C:17](=[O:19])[CH:16]=[C:5]12. The catalyst class is: 26. (4) Reactant: [F:1][C:2]1[CH:3]=[C:4]([CH:50]=[CH:51][CH:52]=1)[CH2:5][N:6]1[C:10]([CH3:11])=[C:9]([C:12]2[C:20]3[C:15](=[N:16][CH:17]=[C:18]([C:21]4[CH:26]=[CH:25][C:24]([N:27]5[CH2:32][CH2:31][N:30]([C:33]([O:35][C:36]([CH3:39])([CH3:38])[CH3:37])=[O:34])[CH2:29][CH2:28]5)=[CH:23][CH:22]=4)[CH:19]=3)[N:14](S(C3C=CC(C)=CC=3)(=O)=O)[CH:13]=2)[CH:8]=[N:7]1.[OH-].[Li+]. Product: [F:1][C:2]1[CH:3]=[C:4]([CH:50]=[CH:51][CH:52]=1)[CH2:5][N:6]1[C:10]([CH3:11])=[C:9]([C:12]2[C:20]3[C:15](=[N:16][CH:17]=[C:18]([C:21]4[CH:22]=[CH:23][C:24]([N:27]5[CH2:32][CH2:31][N:30]([C:33]([O:35][C:36]([CH3:37])([CH3:38])[CH3:39])=[O:34])[CH2:29][CH2:28]5)=[CH:25][CH:26]=4)[CH:19]=3)[NH:14][CH:13]=2)[CH:8]=[N:7]1. The catalyst class is: 87. (5) Reactant: [OH:1][C:2]1[CH:7]=[CH:6][C:5]([N:8]2[CH2:13][CH2:12][CH:11]([N:14]([CH3:33])[C:15]([N:17]3[CH:21]=[C:20]([C:22]4[CH:27]=[CH:26][CH:25]=[C:24]([NH:28][S:29]([CH3:32])(=[O:31])=[O:30])[CH:23]=4)[N:19]=[CH:18]3)=[O:16])[CH2:10][CH2:9]2)=[CH:4][CH:3]=1.[ClH:34].C(OCC)C. Product: [ClH:34].[OH:1][C:2]1[CH:3]=[CH:4][C:5]([N:8]2[CH2:9][CH2:10][CH:11]([N:14]([CH3:33])[C:15]([N:17]3[CH:21]=[C:20]([C:22]4[CH:27]=[CH:26][CH:25]=[C:24]([NH:28][S:29]([CH3:32])(=[O:31])=[O:30])[CH:23]=4)[N:19]=[CH:18]3)=[O:16])[CH2:12][CH2:13]2)=[CH:6][CH:7]=1. The catalyst class is: 13. (6) The catalyst class is: 71. Reactant: C(OC([NH:8][CH2:9][CH:10]1[CH2:15][CH2:14][CH2:13][N:12]([C:16]([NH2:18])=[O:17])[CH2:11]1)=O)(C)(C)C.S(=O)(=O)(O)O. Product: [NH2:8][CH2:9][CH:10]1[CH2:15][CH2:14][CH2:13][N:12]([C:16]([NH2:18])=[O:17])[CH2:11]1. (7) Product: [CH3:14][C:15]1[CH:21]=[CH:20][C:18]([NH2:19])=[CH:17][C:16]=1[C:2]1[CH:7]=[N:6][C:5]([C:8]2[O:9][C:10]([CH3:13])=[N:11][N:12]=2)=[CH:4][CH:3]=1. Reactant: Br[C:2]1[CH:3]=[CH:4][C:5]([C:8]2[O:9][C:10]([CH3:13])=[N:11][N:12]=2)=[N:6][CH:7]=1.[CH3:14][C:15]1[CH:21]=[CH:20][C:18]([NH2:19])=[CH:17][C:16]=1B1OC(C)(C)C(C)(C)O1.[O-]P([O-])([O-])=O.[K+].[K+].[K+]. The catalyst class is: 12. (8) The catalyst class is: 2. Reactant: [I:1]Cl.C[O:4]/[N:5]=[C:6](/[C:10]1[CH:15]=[CH:14][C:13]([F:16])=[CH:12][C:11]=1[F:17])\[C:7]#[C:8][CH3:9].S([O-])([O-])(=O)=S.[Na+].[Na+]. Product: [F:17][C:11]1[CH:12]=[C:13]([F:16])[CH:14]=[CH:15][C:10]=1[C:6]1[C:7]([I:1])=[C:8]([CH3:9])[O:4][N:5]=1. (9) Reactant: [N:1]1([CH2:7][CH2:8][O:9][C:10]2[CH:15]=[CH:14][C:13](I)=[CH:12][CH:11]=2)[CH2:6][CH2:5][CH2:4][CH2:3][CH2:2]1.C([Mg]Br)(C)C.C([Si](C)(C)[C:27]1[CH:36]=[C:35]2[C:30]([C:31]([CH3:44])=[C:32]([C:38]3[CH:43]=[CH:42][N:41]=[CH:40][CH:39]=3)[CH:33](O)[O:34]2)=[CH:29][CH:28]=1)(C)(C)C.Cl.[O:48]1CCCC1. Product: [CH3:44][C:31]1[C:30]2[C:35](=[CH:36][C:27]([OH:48])=[CH:28][CH:29]=2)[O:34][CH:33]([C:13]2[CH:14]=[CH:15][C:10]([O:9][CH2:8][CH2:7][N:1]3[CH2:6][CH2:5][CH2:4][CH2:3][CH2:2]3)=[CH:11][CH:12]=2)[C:32]=1[C:38]1[CH:43]=[CH:42][N:41]=[CH:40][CH:39]=1. The catalyst class is: 5. (10) The catalyst class is: 20. Product: [N:12]1[CH:11]=[CH:16][CH:15]=[CH:9][C:2]=1[O:3][CH2:4][CH:5]([OH:6])[CH2:7][OH:8]. Reactant: C[C:2]1([CH3:9])[O:6][CH:5]([CH2:7][OH:8])[CH2:4][O:3]1.Br[C:11]1[CH:16]=[CH:15]C=C[N:12]=1.